This data is from Forward reaction prediction with 1.9M reactions from USPTO patents (1976-2016). The task is: Predict the product of the given reaction. Given the reactants CS([O:5][CH:6]1[CH2:11][CH2:10][N:9]([C:12]([O:14][CH2:15][C:16]2[CH:21]=[CH:20][CH:19]=[CH:18][CH:17]=2)=[O:13])[CH2:8][CH2:7]1)(=O)=O.O[C:23]1[CH:28]=[CH:27][NH:26][C:25](=[O:29])[CH:24]=1.C(=O)([O-])[O-].[K+].[K+].CN(C=O)C, predict the reaction product. The product is: [O:29]=[C:25]1[CH:24]=[C:23]([O:5][CH:6]2[CH2:11][CH2:10][N:9]([C:12]([O:14][CH2:15][C:16]3[CH:21]=[CH:20][CH:19]=[CH:18][CH:17]=3)=[O:13])[CH2:8][CH2:7]2)[CH:28]=[CH:27][NH:26]1.